From a dataset of Reaction yield outcomes from USPTO patents with 853,638 reactions. Predict the reaction yield, written as a fraction of the theoretical maximum amount of product (1.0 means a 100% yield; for example, 0.34 means a 34% yield). (1) The reactants are C([O:3][C:4]([C:6]1[C:7]([CH3:27])=[C:8]([C:20]([O:22][C:23]([CH3:26])([CH3:25])[CH3:24])=[O:21])[NH:9][C:10]=1[CH2:11][CH2:12][CH2:13][NH:14][CH2:15][CH2:16][N:17]([CH3:19])[CH3:18])=O)C.C[Al](C)C. The catalyst is C1(C)C=CC=CC=1. The product is [C:23]([O:22][C:20]([C:8]1[NH:9][C:10]2[CH2:11][CH2:12][CH2:13][N:14]([CH2:15][CH2:16][N:17]([CH3:19])[CH3:18])[C:4](=[O:3])[C:6]=2[C:7]=1[CH3:27])=[O:21])([CH3:26])([CH3:25])[CH3:24]. The yield is 0.714. (2) The reactants are CN(C)[CH:3]=[CH:4][C:5]([C:7]1[N:14]2[C:10]([S:11][CH:12]=[CH:13]2)=[N:9][C:8]=1[C:15]1[CH:20]=[CH:19][C:18]([F:21])=[C:17]([O:22][CH3:23])[CH:16]=1)=O.Cl.[NH2:26]/[C:27](/[NH:30][CH:31]1[CH2:36][CH2:35][N:34]([C:37]([O:39][C:40]([CH3:43])([CH3:42])[CH3:41])=[O:38])[CH2:33][CH2:32]1)=[N:28]/[H].[O-]CC.[Na+]. The catalyst is C(O)C. The product is [F:21][C:18]1[CH:19]=[CH:20][C:15]([C:8]2[N:9]=[C:10]3[N:14]([C:7]=2[C:5]2[CH:4]=[CH:3][N:28]=[C:27]([NH:30][CH:31]4[CH2:36][CH2:35][N:34]([C:37]([O:39][C:40]([CH3:43])([CH3:42])[CH3:41])=[O:38])[CH2:33][CH2:32]4)[N:26]=2)[CH:13]=[CH:12][S:11]3)=[CH:16][C:17]=1[O:22][CH3:23]. The yield is 0.880. (3) The reactants are Cl[C:2]1[NH:11][C:10](=[O:12])[C:9]2[C:4](=[CH:5][CH:6]=[CH:7][CH:8]=2)[N:3]=1.[CH2:13]1[C:19]2[CH:20]=[CH:21][CH:22]=[CH:23][C:18]=2[C:17](=[O:24])[CH2:16][CH2:15][NH:14]1.[CH2:25](N(CC)CC)C. The catalyst is C1(C)C=CC=CC=1. The product is [OH:12][C:10]1[C:9]2[C:4](=[CH:5][CH:6]=[C:7]([CH3:25])[CH:8]=2)[N:3]=[C:2]([N:14]2[CH2:15][CH2:16][C:17](=[O:24])[C:18]3[CH:23]=[CH:22][CH:21]=[CH:20][C:19]=3[CH2:13]2)[N:11]=1. The yield is 0.810. (4) The product is [CH2:6]([O:13][C:14]([N:16]1[CH2:21][CH2:20][CH:19]([CH:22]([C:28]([O:30][C:32]([CH3:34])([CH3:33])[CH3:31])=[O:29])[CH2:23][S:24][C:25](=[O:27])[CH3:26])[CH2:18][CH2:17]1)=[O:15])[C:7]1[CH:8]=[CH:9][CH:10]=[CH:11][CH:12]=1. The yield is 0.600. The reactants are S(=O)(=O)(O)O.[CH2:6]([O:13][C:14]([N:16]1[CH2:21][CH2:20][CH:19]([CH:22]([C:28]([OH:30])=[O:29])[CH2:23][S:24][C:25](=[O:27])[CH3:26])[CH2:18][CH2:17]1)=[O:15])[C:7]1[CH:12]=[CH:11][CH:10]=[CH:9][CH:8]=1.[CH3:31][C:32](=[CH2:34])[CH3:33]. The catalyst is ClCCl.